Dataset: Full USPTO retrosynthesis dataset with 1.9M reactions from patents (1976-2016). Task: Predict the reactants needed to synthesize the given product. (1) The reactants are: Cl.[Br:2][C:3]1[S:4][C:5]([CH2:8][NH2:9])=[CH:6][N:7]=1.[Cl:10][C:11]1[CH:16]=[CH:15][CH:14]=[CH:13][C:12]=1[S:17](Cl)(=[O:19])=[O:18].C(N(CC)C(C)C)(C)C. Given the product [Br:2][C:3]1[S:4][C:5]([CH2:8][NH:9][S:17]([C:12]2[CH:13]=[CH:14][CH:15]=[CH:16][C:11]=2[Cl:10])(=[O:19])=[O:18])=[CH:6][N:7]=1, predict the reactants needed to synthesize it. (2) The reactants are: [N:1]1[CH:6]=[CH:5][CH:4]=[C:3]([C:7]2[S:8][C:9]([NH2:12])=[CH:10][N:11]=2)[CH:2]=1.[Cl:13]N1C(=O)CCC1=O. Given the product [ClH:13].[Cl:13][C:10]1[N:11]=[C:7]([C:3]2[CH:2]=[N:1][CH:6]=[CH:5][CH:4]=2)[S:8][C:9]=1[NH2:12], predict the reactants needed to synthesize it. (3) Given the product [Cl:1][C:2]1[CH:3]=[CH:4][C:5]([C:8]2[CH:12]=[C:11]([CH:13]3[CH2:18][CH2:17][N:16]([CH2:26][CH2:27][C:28]4[CH:33]=[CH:32][CH:31]=[CH:30][N:29]=4)[CH2:15][CH2:14]3)[N:10]([C:19]3[CH:20]=[CH:21][CH:22]=[CH:23][CH:24]=3)[N:9]=2)=[CH:6][CH:7]=1, predict the reactants needed to synthesize it. The reactants are: [Cl:1][C:2]1[CH:7]=[CH:6][C:5]([C:8]2[CH:12]=[C:11]([CH:13]3[CH2:18][CH2:17][NH:16][CH2:15][CH2:14]3)[N:10]([C:19]3[CH:24]=[CH:23][CH:22]=[CH:21][CH:20]=3)[N:9]=2)=[CH:4][CH:3]=1.Br[CH2:26][CH2:27][C:28]1[CH:33]=[CH:32][CH:31]=[CH:30][N:29]=1. (4) Given the product [CH2:1]([O:5][C:6]1[CH:7]=[C:8]2[C:13](=[CH:14][C:15]=1[O:16][CH2:17][CH2:18][O:19][CH3:20])[N:12]=[CH:11][C:10]([C:21]#[N:22])=[C:9]2[NH:27][C:26]1[CH:28]=[C:29]([O:33][CH3:34])[C:30]([Cl:32])=[CH:31][C:25]=1[Cl:24])[CH2:2][CH2:3][CH3:4], predict the reactants needed to synthesize it. The reactants are: [CH2:1]([O:5][C:6]1[CH:7]=[C:8]2[C:13](=[CH:14][C:15]=1[O:16][CH2:17][CH2:18][O:19][CH3:20])[N:12]=[CH:11][C:10]([C:21]#[N:22])=[C:9]2Cl)[CH2:2][CH2:3][CH3:4].[Cl:24][C:25]1[CH:31]=[C:30]([Cl:32])[C:29]([O:33][CH3:34])=[CH:28][C:26]=1[NH2:27].Cl.N1C=CC=CC=1.